From a dataset of Full USPTO retrosynthesis dataset with 1.9M reactions from patents (1976-2016). Predict the reactants needed to synthesize the given product. (1) Given the product [CH3:1][O:2][CH2:3][CH:4]1[CH2:8][N:7]([C:9](=[O:10])[CH:50]([NH:54][C:55](=[O:56])[O:57][CH3:58])[CH:49]([O:48][CH3:47])[CH3:59])[CH:6]([C:16]2[NH:20][C:19]3[C:21]4[C:26]([CH:27]=[CH:28][C:18]=3[N:17]=2)=[CH:25][C:24]2[C:29]3[C:34]([CH2:35][O:36][C:23]=2[CH:22]=4)=[CH:33][C:32]([B:37]2[O:38][C:39]([CH3:45])([CH3:44])[C:40]([CH3:42])([CH3:43])[O:41]2)=[CH:31][CH:30]=3)[CH2:5]1, predict the reactants needed to synthesize it. The reactants are: [CH3:1][O:2][CH2:3][CH:4]1[CH2:8][N:7]([C:9](OC(C)(C)C)=[O:10])[CH:6]([C:16]2[NH:20][C:19]3[C:21]4[C:26]([CH:27]=[CH:28][C:18]=3[N:17]=2)=[CH:25][C:24]2[C:29]3[C:34]([CH2:35][O:36][C:23]=2[CH:22]=4)=[CH:33][C:32]([B:37]2[O:41][C:40]([CH3:43])([CH3:42])[C:39]([CH3:45])([CH3:44])[O:38]2)=[CH:31][CH:30]=3)[CH2:5]1.Cl.[CH3:47][O:48][C@H:49]([CH3:59])[C@H:50]([NH:54][C:55]([O:57][CH3:58])=[O:56])C(O)=O.CN(C(ON1N=NC2C=CC=NC1=2)=[N+](C)C)C.F[P-](F)(F)(F)(F)F.CCN(C(C)C)C(C)C. (2) Given the product [F:12][C:11]([F:14])([F:13])[C:7]1[CH:6]=[C:5]([C:3]2[S:17][C:16]([NH2:18])=[N:15][CH:2]=2)[CH:10]=[CH:9][CH:8]=1, predict the reactants needed to synthesize it. The reactants are: Br[CH2:2][C:3]([C:5]1[CH:10]=[CH:9][CH:8]=[C:7]([C:11]([F:14])([F:13])[F:12])[CH:6]=1)=O.[NH2:15][C:16]([NH2:18])=[S:17].